This data is from Reaction yield outcomes from USPTO patents with 853,638 reactions. The task is: Predict the reaction yield, written as a fraction of the theoretical maximum amount of product (1.0 means a 100% yield; for example, 0.34 means a 34% yield). (1) The reactants are [OH:1][C:2]1[CH:3]=[C:4]2[C:9](=[CH:10][CH:11]=1)[O:8][C:7](=[O:12])[CH:6]=[CH:5]2.C(#N)C.C(N(CC)C(C)C)(C)C.[CH3:25][O:26][CH2:27]Cl. The catalyst is C(OCC)(=O)C.CCCCCCC. The product is [CH3:25][O:26][CH2:27][O:1][C:2]1[CH:3]=[C:4]2[C:9](=[CH:10][CH:11]=1)[O:8][C:7](=[O:12])[CH:6]=[CH:5]2. The yield is 0.500. (2) The reactants are Br[C:2]1[C:7](=[O:8])[N:6]([CH2:9][C:10]2[CH:15]=[CH:14][C:13]([C:16]3[C:17]([C:22]#[N:23])=[CH:18][CH:19]=[CH:20][CH:21]=3)=[CH:12][CH:11]=2)[C:5]([O:24][CH2:25][CH3:26])=[N:4][C:3]=1[CH3:27].[C:28]1(B(O)O)[CH:33]=[CH:32][CH:31]=[CH:30][CH:29]=1.C(=O)([O-])[O-].[Cs+].[Cs+]. The catalyst is O1CCOCC1.C(OCC)(=O)C.C1C=CC(P(C2C=CC=CC=2)[C-]2C=CC=C2)=CC=1.C1C=CC(P(C2C=CC=CC=2)[C-]2C=CC=C2)=CC=1.Cl[Pd]Cl.[Fe+2]. The product is [CH2:25]([O:24][C:5]1[N:6]([CH2:9][C:10]2[CH:15]=[CH:14][C:13]([C:16]3[C:17]([C:22]#[N:23])=[CH:18][CH:19]=[CH:20][CH:21]=3)=[CH:12][CH:11]=2)[C:7](=[O:8])[C:2]([C:28]2[CH:33]=[CH:32][CH:31]=[CH:30][CH:29]=2)=[C:3]([CH3:27])[N:4]=1)[CH3:26]. The yield is 0.780. (3) The reactants are [CH3:1][C:2](=[O:7])[CH2:3][C:4](=[O:6])[CH3:5].[CH3:8][O:9][C:10]1[CH:17]=[CH:16][C:13]([CH:14]=O)=[CH:12][CH:11]=1.B([O:19][CH2:20][CH2:21][CH2:22]C)([O:19][CH2:20][CH2:21][CH2:22]C)[O:19][CH2:20][CH2:21][CH2:22]C.[CH2:34](N)[CH2:35][CH2:36][CH3:37].Cl.[C:40](OCC)(=O)C. No catalyst specified. The product is [CH3:8][O:9][C:10]1[CH:17]=[CH:16][C:13]([CH:14]=[CH:1][C:2](=[O:7])[CH2:3][C:4](=[O:6])[CH:5]=[CH:37][C:36]2[CH:22]=[CH:21][C:20]([O:19][CH3:40])=[CH:34][CH:35]=2)=[CH:12][CH:11]=1. The yield is 0.840. (4) The reactants are [CH:1]1([CH:7]([NH:24][C:25]2[CH:30]=[CH:29][C:28]([C:31]([N:33]([CH3:41])[CH2:34][CH2:35][C:36]([O:38][CH2:39][CH3:40])=[O:37])=[O:32])=[CH:27][CH:26]=2)[C:8]2[O:9][C:10]3[CH:17]=[CH:16][C:15]([O:18][CH2:19][CH2:20][CH2:21]SC)=[CH:14][C:11]=3[C:12]=2[CH3:13])[CH2:6][CH2:5][CH2:4][CH2:3][CH2:2]1.O[O:43][S:44]([O-:46])=O.[K+].[CH3:48]O. The catalyst is O. The product is [CH:1]1([CH:7]([NH:24][C:25]2[CH:30]=[CH:29][C:28]([C:31]([N:33]([CH3:41])[CH2:34][CH2:35][C:36]([O:38][CH2:39][CH3:40])=[O:37])=[O:32])=[CH:27][CH:26]=2)[C:8]2[O:9][C:10]3[CH:17]=[CH:16][C:15]([O:18][CH2:19][CH2:20][CH2:21][S:44]([CH3:48])(=[O:46])=[O:43])=[CH:14][C:11]=3[C:12]=2[CH3:13])[CH2:2][CH2:3][CH2:4][CH2:5][CH2:6]1. The yield is 0.750. (5) The reactants are [F:1][C:2]1[CH:7]=[C:6]([F:8])[CH:5]=[CH:4][C:3]=1[CH:9]=[CH:10][C:11]1[CH:16]=[C:15]([O:17]C)[C:14]([CH2:19][CH2:20][CH3:21])=[C:13]([O:22]C)[CH:12]=1.Cl.N1C=CC=CC=1. No catalyst specified. The product is [F:1][C:2]1[CH:7]=[C:6]([F:8])[CH:5]=[CH:4][C:3]=1[CH:9]=[CH:10][C:11]1[CH:12]=[C:13]([OH:22])[C:14]([CH2:19][CH2:20][CH3:21])=[C:15]([OH:17])[CH:16]=1. The yield is 0.440. (6) The reactants are [NH2:1][C:2]1[S:3][C:4]2[CH:10]=[CH:9][CH:8]=[CH:7][C:5]=2[N:6]=1.Cl[C:12]([O:14][C:15]1[CH:20]=[CH:19][C:18]([N+:21]([O-:23])=[O:22])=[CH:17][CH:16]=1)=[O:13].N1C=CC=CC=1. The catalyst is C(Cl)Cl. The product is [S:3]1[C:4]2[CH:10]=[CH:9][CH:8]=[CH:7][C:5]=2[N:6]=[C:2]1[NH:1][C:12](=[O:13])[O:14][C:15]1[CH:16]=[CH:17][C:18]([N+:21]([O-:23])=[O:22])=[CH:19][CH:20]=1. The yield is 0.900. (7) The reactants are [H-].[Na+].[NH2:3][C:4]1[N:9]=[CH:8][N:7]=[C:6]([NH:10][C:11]2[CH:12]=[C:13]3[C:17](=[CH:18][CH:19]=2)[NH:16][CH:15]=[CH:14]3)[CH:5]=1.[CH3:20][CH:21]([NH:23][C:24](=[O:32])OC1C=CC=CC=1)[CH3:22]. The catalyst is CN(C)C=O. The product is [CH3:20][CH:21]([NH:23][C:24]([N:16]1[C:17]2[C:13](=[CH:12][C:11]([NH:10][C:6]3[CH:5]=[C:4]([NH:3][C:24]([NH:23][CH:21]([CH3:20])[CH3:22])=[O:32])[N:9]=[CH:8][N:7]=3)=[CH:19][CH:18]=2)[CH:14]=[CH:15]1)=[O:32])[CH3:22]. The yield is 0.0790. (8) The reactants are [Cl:1][C:2]1[CH:7]=[C:6]([C:8]2[C:17]3[C:12](=[CH:13][C:14]([S:18](OC4C(F)=C(F)C(F)=C(F)C=4F)(=[O:20])=[O:19])=[CH:15][CH:16]=3)[CH:11]=[CH:10][N:9]=2)[C:5]([O:33][CH3:34])=[CH:4][C:3]=1[C:35]1[CH:40]=[CH:39][CH:38]=[C:37]([F:41])[CH:36]=1.[S:42]1[C:46]([NH2:47])=[N:45][CH:44]=[N:43]1.C(=O)([O-])[O-].[Cs+].[Cs+]. No catalyst specified. The product is [Cl:1][C:2]1[CH:7]=[C:6]([C:8]2[C:17]3[C:12](=[CH:13][C:14]([S:18]([NH:47][C:46]4[S:42][N:43]=[CH:44][N:45]=4)(=[O:20])=[O:19])=[CH:15][CH:16]=3)[CH:11]=[CH:10][N:9]=2)[C:5]([O:33][CH3:34])=[CH:4][C:3]=1[C:35]1[CH:40]=[CH:39][CH:38]=[C:37]([F:41])[CH:36]=1. The yield is 0.644.